From a dataset of Forward reaction prediction with 1.9M reactions from USPTO patents (1976-2016). Predict the product of the given reaction. (1) Given the reactants [N:1]1[CH:6]=[CH:5][C:4]([C:7]2[N:8]=[C:9]([SH:12])[S:10][CH:11]=2)=[CH:3][CH:2]=1.[Na].[C:14]1([CH2:20][C:21]([NH:23][C@@H:24]2[C:52](=[O:53])[N:26]3[C:27]([C:36]([O:38][CH:39]([C:46]4[CH:51]=[CH:50][CH:49]=[CH:48][CH:47]=4)[C:40]4[CH:45]=[CH:44][CH:43]=[CH:42][CH:41]=4)=[O:37])=[C:28](OS(C)(=O)=O)[CH2:29][S:30][C@H:25]23)=[O:22])[CH:19]=[CH:18][CH:17]=[CH:16][CH:15]=1.C(O)(=O)C, predict the reaction product. The product is: [C:14]1([CH2:20][C:21]([NH:23][C@@H:24]2[C:52](=[O:53])[N:26]3[C:27]([C:36]([O:38][CH:39]([C:40]4[CH:41]=[CH:42][CH:43]=[CH:44][CH:45]=4)[C:46]4[CH:47]=[CH:48][CH:49]=[CH:50][CH:51]=4)=[O:37])=[C:28]([S:12][C:9]4[S:10][CH:11]=[C:7]([C:4]5[CH:3]=[CH:2][N:1]=[CH:6][CH:5]=5)[N:8]=4)[CH2:29][S:30][C@H:25]23)=[O:22])[CH:19]=[CH:18][CH:17]=[CH:16][CH:15]=1. (2) The product is: [C:28]([NH:32][S:33]([C:36]1[CH:37]=[CH:38][CH:39]=[C:40]([C:2]2[CH:7]=[C:6]([C:8]3[N:13]=[C:12]([C:14]([F:17])([F:16])[F:15])[CH:11]=[C:10]([C:18]4[CH:23]=[CH:22][CH:21]=[C:20]([C:24]([F:27])([F:26])[F:25])[CH:19]=4)[N:9]=3)[CH:5]=[CH:4][N:3]=2)[CH:41]=1)(=[O:35])=[O:34])([CH3:31])([CH3:29])[CH3:30]. Given the reactants Cl[C:2]1[CH:7]=[C:6]([C:8]2[N:13]=[C:12]([C:14]([F:17])([F:16])[F:15])[CH:11]=[C:10]([C:18]3[CH:23]=[CH:22][CH:21]=[C:20]([C:24]([F:27])([F:26])[F:25])[CH:19]=3)[N:9]=2)[CH:5]=[CH:4][N:3]=1.[C:28]([NH:32][S:33]([C:36]1[CH:37]=[C:38](B(O)O)[CH:39]=[CH:40][CH:41]=1)(=[O:35])=[O:34])([CH3:31])([CH3:30])[CH3:29], predict the reaction product.